From a dataset of Forward reaction prediction with 1.9M reactions from USPTO patents (1976-2016). Predict the product of the given reaction. (1) Given the reactants [S:1]1[CH:5]=[CH:4][C:3]2[CH:6]=[C:7]([NH2:10])[CH:8]=[CH:9][C:2]1=2.[CH3:11][C:12](=O)[CH2:13][CH2:14][C:15](=O)[CH3:16].C(O)(=O)C, predict the reaction product. The product is: [S:1]1[CH:5]=[CH:4][C:3]2[CH:6]=[C:7]([N:10]3[C:15]([CH3:16])=[CH:14][CH:13]=[C:12]3[CH3:11])[CH:8]=[CH:9][C:2]1=2. (2) The product is: [C:9]([C:6]1([OH:8])[CH2:7][C:2]([CH3:1])([CH3:17])[O:3][C:4]([CH3:16])([CH3:15])[CH2:5]1)#[CH:10]. Given the reactants [CH3:1][C:2]1([CH3:17])[CH2:7][C:6]([C:9]#[C:10][Si](C)(C)C)([OH:8])[CH2:5][C:4]([CH3:16])([CH3:15])[O:3]1.C(=O)([O-])[O-].[K+].[K+].O, predict the reaction product. (3) Given the reactants [C:1]([O:5][C:6](=[O:50])[NH:7][CH:8]1[CH2:13][CH2:12][CH:11]([NH:14][C:15]2[N:20]=[C:19]3[N:21]([C:31]([C:44]4[CH:49]=[CH:48][CH:47]=[CH:46][CH:45]=4)([C:38]4[CH:43]=[CH:42][CH:41]=[CH:40][CH:39]=4)[C:32]4[CH:37]=[CH:36][CH:35]=[CH:34][CH:33]=4)[N:22]=[C:23]([C:24]4[CH:29]=[CH:28][CH:27]=[C:26](Br)[N:25]=4)[C:18]3=[CH:17][N:16]=2)[CH2:10][CH2:9]1)([CH3:4])([CH3:3])[CH3:2].[C:51]([O:55][C:56](=[O:67])[NH:57][CH2:58][CH:59]([NH2:66])[C:60]1[CH:65]=[CH:64][CH:63]=[CH:62][CH:61]=1)([CH3:54])([CH3:53])[CH3:52].CN(C1C(C2C(P(C3CCCCC3)C3CCCCC3)=CC=CC=2)=CC=CC=1)C.C([O-])([O-])=O.[K+].[K+], predict the reaction product. The product is: [C:1]([O:5][C:6](=[O:50])[NH:7][CH:8]1[CH2:13][CH2:12][CH:11]([NH:14][C:15]2[N:20]=[C:19]3[N:21]([C:31]([C:44]4[CH:49]=[CH:48][CH:47]=[CH:46][CH:45]=4)([C:38]4[CH:43]=[CH:42][CH:41]=[CH:40][CH:39]=4)[C:32]4[CH:37]=[CH:36][CH:35]=[CH:34][CH:33]=4)[N:22]=[C:23]([C:24]4[CH:29]=[CH:28][CH:27]=[C:26]([NH:66][CH:59]([C:60]5[CH:65]=[CH:64][CH:63]=[CH:62][CH:61]=5)[CH2:58][NH:57][C:56]([O:55][C:51]([CH3:54])([CH3:52])[CH3:53])=[O:67])[N:25]=4)[C:18]3=[CH:17][N:16]=2)[CH2:10][CH2:9]1)([CH3:4])([CH3:3])[CH3:2].